From a dataset of Buchwald-Hartwig C-N cross coupling reaction yields with 55,370 reactions. Predict the reaction yield, written as a fraction of the theoretical maximum amount of product (1.0 means a 100% yield; for example, 0.34 means a 34% yield). (1) The reactants are Clc1ccccn1.Cc1ccc(N)cc1.O=S(=O)(O[Pd]1c2ccccc2-c2ccccc2N~1)C(F)(F)F.COc1ccc(OC)c(P([C@]23C[C@H]4C[C@H](C[C@H](C4)C2)C3)[C@]23C[C@H]4C[C@H](C[C@H](C4)C2)C3)c1-c1c(C(C)C)cc(C(C)C)cc1C(C)C.CCN=P(N=P(N(C)C)(N(C)C)N(C)C)(N(C)C)N(C)C.Cc1ccno1. No catalyst specified. The product is Cc1ccc(Nc2ccccn2)cc1. The yield is 0.171. (2) The reactants are Ic1cccnc1.Cc1ccc(N)cc1.O=S(=O)(O[Pd]1c2ccccc2-c2ccccc2N~1)C(F)(F)F.COc1ccc(OC)c(P(C(C)(C)C)C(C)(C)C)c1-c1c(C(C)C)cc(C(C)C)cc1C(C)C.CCN=P(N=P(N(C)C)(N(C)C)N(C)C)(N(C)C)N(C)C.c1ccc2nocc2c1. No catalyst specified. The product is Cc1ccc(Nc2cccnc2)cc1. The yield is 0.149.